Dataset: Catalyst prediction with 721,799 reactions and 888 catalyst types from USPTO. Task: Predict which catalyst facilitates the given reaction. (1) Reactant: [C:1]([C:5]1[N:6]=[C:7]([C:11]([OH:13])=O)[O:8][C:9]=1[CH3:10])([CH3:4])([CH3:3])[CH3:2].C(Cl)(=O)C([Cl:17])=O.CN(C=O)C. Product: [C:1]([C:5]1[N:6]=[C:7]([C:11]([Cl:17])=[O:13])[O:8][C:9]=1[CH3:10])([CH3:4])([CH3:3])[CH3:2]. The catalyst class is: 2. (2) Reactant: [F:1][C:2]1[CH:7]=[CH:6][C:5]([CH:8]([N:16]2[CH2:21][CH2:20][N:19]([CH:22]([CH3:24])[CH3:23])[CH2:18][CH2:17]2)[CH2:9][N:10]2[CH2:15][CH2:14][NH:13][CH2:12][CH2:11]2)=[CH:4][CH:3]=1.Br[CH2:26][CH:27]=[CH:28][C:29]1[CH:34]=[CH:33][CH:32]=[CH:31][C:30]=1[C:35]1[CH:40]=[CH:39][CH:38]=[CH:37][CH:36]=1.C(N(C(C)C)CC)(C)C.C(=O)(O)[O-].[Na+]. Product: [F:1][C:2]1[CH:7]=[CH:6][C:5]([CH:8]([N:16]2[CH2:17][CH2:18][N:19]([CH:22]([CH3:24])[CH3:23])[CH2:20][CH2:21]2)[CH2:9][N:10]2[CH2:15][CH2:14][N:13]([CH2:26][CH:27]=[CH:28][C:29]3[CH:34]=[CH:33][CH:32]=[CH:31][C:30]=3[C:35]3[CH:40]=[CH:39][CH:38]=[CH:37][CH:36]=3)[CH2:12][CH2:11]2)=[CH:4][CH:3]=1. The catalyst class is: 9. (3) Reactant: [C:1]([C:3]1[CH:4]=[CH:5][C:6]([NH:9][CH2:10][CH2:11][NH2:12])=[N:7][CH:8]=1)#[N:2].C(N(CC)CC)C.Br[CH2:21][C:22]([O:24][CH2:25][CH3:26])=[O:23].[C:27](O[C:27]([O:29][C:30]([CH3:33])([CH3:32])[CH3:31])=[O:28])([O:29][C:30]([CH3:33])([CH3:32])[CH3:31])=[O:28]. Product: [C:30]([O:29][C:27]([N:12]([CH2:21][C:22]([O:24][CH2:25][CH3:26])=[O:23])[CH2:11][CH2:10][NH:9][C:6]1[CH:5]=[CH:4][C:3]([C:1]#[N:2])=[CH:8][N:7]=1)=[O:28])([CH3:33])([CH3:32])[CH3:31]. The catalyst class is: 7. (4) Reactant: Cl[C:2]1[CH:3]=[CH:4][C:5]([N+:9]([O-:11])=[O:10])=[C:6]([CH:8]=1)[NH2:7].[CH3:12][O:13][C:14]1[CH:19]=[CH:18][C:17]([SH:20])=[CH:16][CH:15]=1.C([O-])([O-])=O.[K+].[K+]. Product: [CH3:12][O:13][C:14]1[CH:19]=[CH:18][C:17]([S:20][C:2]2[CH:3]=[CH:4][C:5]([N+:9]([O-:11])=[O:10])=[C:6]([CH:8]=2)[NH2:7])=[CH:16][CH:15]=1. The catalyst class is: 197. (5) Reactant: [C:1]([C:5]1[N:6]=[C:7](Cl)[C:8]2[CH:14]=[C:13]([C:15]3[CH:20]=[CH:19][C:18]([Cl:21])=[CH:17][CH:16]=3)[C:12]([C:22]3[CH:27]=[CH:26][CH:25]=[CH:24][C:23]=3[Cl:28])=[N:11][C:9]=2[N:10]=1)([CH3:4])([CH3:3])[CH3:2].C([O-])([O-])=O.[Cs+].[Cs+].[F:36][C:37]1[CH:42]=[CH:41][C:40](B(O)O)=[CH:39][CH:38]=1. Product: [C:1]([C:5]1[N:6]=[C:7]([C:40]2[CH:41]=[CH:42][C:37]([F:36])=[CH:38][CH:39]=2)[C:8]2[CH:14]=[C:13]([C:15]3[CH:20]=[CH:19][C:18]([Cl:21])=[CH:17][CH:16]=3)[C:12]([C:22]3[CH:27]=[CH:26][CH:25]=[CH:24][C:23]=3[Cl:28])=[N:11][C:9]=2[N:10]=1)([CH3:4])([CH3:2])[CH3:3]. The catalyst class is: 837. (6) The catalyst class is: 574. Reactant: [Cl:1][C:2]1[C:10]2[C:5](=[CH:6][C:7]([S:11]([NH:14][C@H:15]3[CH2:19][CH2:18][N:17]([C:20]4[CH:29]=[C:28]5[C:23]([CH2:24][CH2:25][N:26]([C:30]([O:32]C(C)(C)C)=[O:31])[CH2:27]5)=[CH:22][CH:21]=4)[C:16]3=[O:37])(=[O:13])=[O:12])=[CH:8][CH:9]=2)[N:4]([Si](C(C)C)(C(C)C)C(C)C)[CH:3]=1. Product: [CH:30]([OH:32])=[O:31].[Cl:1][C:2]1[C:10]2[C:5](=[CH:6][C:7]([S:11]([NH:14][C@H:15]3[CH2:19][CH2:18][N:17]([C:20]4[CH:29]=[C:28]5[C:23]([CH2:24][CH2:25][NH:26][CH2:27]5)=[CH:22][CH:21]=4)[C:16]3=[O:37])(=[O:13])=[O:12])=[CH:8][CH:9]=2)[NH:4][CH:3]=1. (7) Reactant: CN(C=O)C.[Br:6][C:7]1[CH:8]=[CH:9][CH:10]=[C:11]2[C:15]=1[NH:14][N:13]=[CH:12]2.Br[CH2:17][C:18]1[CH:23]=[CH:22][CH:21]=[C:20]([C:24]([F:27])([F:26])[F:25])[CH:19]=1. Product: [Br:6][C:7]1[C:15]2[C:11](=[CH:12][N:13]([CH2:17][C:18]3[CH:23]=[CH:22][CH:21]=[C:20]([C:24]([F:25])([F:26])[F:27])[CH:19]=3)[N:14]=2)[CH:10]=[CH:9][CH:8]=1. The catalyst class is: 6.